From a dataset of Reaction yield outcomes from USPTO patents with 853,638 reactions. Predict the reaction yield, written as a fraction of the theoretical maximum amount of product (1.0 means a 100% yield; for example, 0.34 means a 34% yield). The reactants are FC(F)(F)[C:3]([O-])=[O:4].[Br:8][C:9]1[CH:30]=[CH:29][C:12]([CH2:13][C:14]2[CH:15]=[N:16][C:17]3[N:18]([N:20]=[CH:21][C:22]=3[C:23]([NH:25][CH2:26][CH2:27][NH3+:28])=[O:24])[CH:19]=2)=[CH:11][CH:10]=1.C(O)=O.CN(C(ON1N=NC2C=CC=CC1=2)=[N+](C)C)C.[B-](F)(F)(F)F.C(N(CC)CC)C. The catalyst is CN(C=O)C. The product is [Br:8][C:9]1[CH:10]=[CH:11][C:12]([CH2:13][C:14]2[CH:15]=[N:16][C:17]3[N:18]([N:20]=[CH:21][C:22]=3[C:23]([NH:25][CH2:26][CH2:27][NH:28][CH:3]=[O:4])=[O:24])[CH:19]=2)=[CH:29][CH:30]=1. The yield is 0.300.